From a dataset of Forward reaction prediction with 1.9M reactions from USPTO patents (1976-2016). Predict the product of the given reaction. (1) The product is: [F:21][C:2]([F:1])([S:17]([O-:20])(=[O:18])=[O:19])[CH:3]([O:8][C:9](=[O:16])[C:10]1[CH:15]=[CH:14][CH:13]=[CH:12][CH:11]=1)[C:4]([F:5])([F:7])[F:6].[C:42]([O:22][C:23]1[CH:28]=[CH:27][C:26]([S+:29]([C:36]2[CH:37]=[CH:38][CH:39]=[CH:40][CH:41]=2)[C:30]2[CH:35]=[CH:34][CH:33]=[CH:32][CH:31]=2)=[CH:25][CH:24]=1)(=[O:46])[C:43]([CH3:45])=[CH2:44]. Given the reactants [F:1][C:2]([F:21])([S:17]([O-:20])(=[O:19])=[O:18])[CH:3]([O:8][C:9](=[O:16])[C:10]1[CH:15]=[CH:14][CH:13]=[CH:12][CH:11]=1)[C:4]([F:7])([F:6])[F:5].[OH:22][C:23]1[CH:28]=[CH:27][C:26]([S+:29]([C:36]2[CH:41]=[CH:40][CH:39]=[CH:38][CH:37]=2)[C:30]2[CH:35]=[CH:34][CH:33]=[CH:32][CH:31]=2)=[CH:25][CH:24]=1.[C:42](Cl)(=[O:46])[C:43]([CH3:45])=[CH2:44].C(N(CC)CC)C.Cl, predict the reaction product. (2) Given the reactants [CH3:1][C:2]1([CH3:28])[CH2:7][C:6](=[O:8])[N:5]([CH2:9][CH2:10][C:11]2[CH:16]=[CH:15][C:14]([O:17][C:18]([N:20]3[CH2:25][CH2:24][CH:23]([OH:26])[CH2:22][CH2:21]3)=[O:19])=[CH:13][CH:12]=2)[C:4](=[O:27])[CH2:3]1.[CH2:29]([O:32][C:33](=[O:42])[CH2:34][C:35]1[CH:40]=[CH:39][C:38](O)=[CH:37][CH:36]=1)[CH:30]=[CH2:31], predict the reaction product. The product is: [CH3:1][C:2]1([CH3:28])[CH2:7][C:6](=[O:8])[N:5]([CH2:9][CH2:10][C:11]2[CH:12]=[CH:13][C:14]([O:17][C:18]([N:20]3[CH2:21][CH2:22][CH:23]([O:26][C:38]4[CH:39]=[CH:40][C:35]([CH2:34][C:33]([O:32][CH2:29][CH:30]=[CH2:31])=[O:42])=[CH:36][CH:37]=4)[CH2:24][CH2:25]3)=[O:19])=[CH:15][CH:16]=2)[C:4](=[O:27])[CH2:3]1. (3) Given the reactants [C:1]12([O:11][CH2:12][CH2:13][O:14][CH2:15][CH2:16][O:17][CH2:18][CH2:19][O:20][CH2:21][CH2:22][O:23][CH2:24][CH2:25][CH2:26][CH2:27][NH2:28])[CH2:10][CH:5]3[CH2:6][CH:7]([CH2:9][CH:3]([CH2:4]3)[CH2:2]1)[CH2:8]2.S([O-])([O-])(=O)=O.[Na+].[Na+].[CH3:36][C:37]([CH3:41])(O)[C:38]#[N:39], predict the reaction product. The product is: [C:1]12([O:11][CH2:12][CH2:13][O:14][CH2:15][CH2:16][O:17][CH2:18][CH2:19][O:20][CH2:21][CH2:22][O:23][CH2:24][CH2:25][CH2:26][CH2:27][NH:28][C:37]([CH3:41])([CH3:36])[C:38]#[N:39])[CH2:10][CH:5]3[CH2:4][CH:3]([CH2:9][CH:7]([CH2:6]3)[CH2:8]1)[CH2:2]2. (4) Given the reactants [F:1][C:2]1[C:10]([N+:11]([O-])=O)=[CH:9][C:5]([C:6]([NH2:8])=[O:7])=[C:4]([O:14][CH3:15])[CH:3]=1.[ClH:16], predict the reaction product. The product is: [ClH:16].[NH2:11][C:10]1[C:2]([F:1])=[CH:3][C:4]([O:14][CH3:15])=[C:5]([CH:9]=1)[C:6]([NH2:8])=[O:7].[ClH:16]. (5) Given the reactants [CH3:1][C:2]1([CH2:7][CH2:8][CH2:9][CH2:10][N:11]2[CH:15]=[CH:14][C:13]([NH2:16])=[N:12]2)[O:6]CCO1.[C:17]1([CH3:28])[CH:22]=[CH:21][CH:20]=[CH:19][C:18]=1/[CH:23]=[CH:24]/[C:25](O)=[O:26], predict the reaction product. The product is: [O:6]=[C:2]([CH3:1])[CH2:7][CH2:8][CH2:9][CH2:10][N:11]1[CH:15]=[CH:14][C:13]([NH:16][C:25](=[O:26])/[CH:24]=[CH:23]/[C:18]2[CH:19]=[CH:20][CH:21]=[CH:22][C:17]=2[CH3:28])=[N:12]1. (6) Given the reactants [NH2:1][C@@H:2]([CH2:6][CH2:7][C:8]([NH:10][C@H:11]([C:14]([NH:16][CH2:17][C:18]([OH:20])=[O:19])=[O:15])[CH2:12][SH:13])=[O:9])[C:3]([OH:5])=[O:4], predict the reaction product. The product is: [CH2:6]([C@H:2]([NH2:1])[C:3]([OH:5])=[O:4])[CH2:7][C:8]([NH:10][C@H:11]([C:14]([NH:16][CH2:17][C:18]([OH:20])=[O:19])=[O:15])[CH2:12][S:13][S:13][CH2:12][C@H:11]([NH:10][C:8]([CH2:7][CH2:6][C@H:2]([NH2:1])[C:3]([OH:5])=[O:4])=[O:9])[C:14]([NH:16][CH2:17][C:18]([OH:20])=[O:19])=[O:15])=[O:9]. (7) Given the reactants C[N:2](C)/[CH:3]=[CH:4]/[C:5]([C:7]1[CH:12]=[CH:11][C:10]([F:13])=[CH:9][CH:8]=1)=O.[CH3:15][NH:16]N, predict the reaction product. The product is: [F:13][C:10]1[CH:11]=[CH:12][C:7]([C:5]2[N:16]([CH3:15])[N:2]=[CH:3][CH:4]=2)=[CH:8][CH:9]=1.